This data is from Catalyst prediction with 721,799 reactions and 888 catalyst types from USPTO. The task is: Predict which catalyst facilitates the given reaction. (1) Reactant: [F:1][C:2]1[CH:7]=[CH:6][C:5]([Mg]Br)=[CH:4][CH:3]=1.[CH3:10][P:11](Cl)([CH3:13])=[O:12]. Product: [CH3:10][P:11]([CH3:13])([C:5]1[CH:6]=[CH:7][C:2]([F:1])=[CH:3][CH:4]=1)=[O:12]. The catalyst class is: 1. (2) Reactant: [CH2:1]([O:3][C:4]([C:6]1[C:14]2[C:9](=[CH:10][CH:11]=[C:12]([O:15][C:16]3[CH:21]=[CH:20][C:19]([NH2:22])=[CH:18][N:17]=3)[CH:13]=2)[N:8]([C:23]2[CH:28]=[CH:27][C:26]([O:29][CH:30]([CH3:32])[CH3:31])=[CH:25][CH:24]=2)[C:7]=1[CH2:33][C:34]([O:36]CC)=[O:35])=[O:5])[CH3:2].[OH-].[Na+].Cl. Product: [CH2:1]([O:3][C:4]([C:6]1[C:14]2[C:9](=[CH:10][CH:11]=[C:12]([O:15][C:16]3[CH:21]=[CH:20][C:19]([NH2:22])=[CH:18][N:17]=3)[CH:13]=2)[N:8]([C:23]2[CH:28]=[CH:27][C:26]([O:29][CH:30]([CH3:32])[CH3:31])=[CH:25][CH:24]=2)[C:7]=1[CH2:33][C:34]([OH:36])=[O:35])=[O:5])[CH3:2]. The catalyst class is: 14. (3) Reactant: C(OC([N:6]1[CH2:15][CH2:14][C:13]2[C:12]3[N:16]([CH2:19][CH3:20])[CH:17]=[CH:18][C:11]=3[S:10][C:9]=2[CH2:8][CH2:7]1)=O)C.[OH-].[K+]. Product: [CH2:19]([N:16]1[C:12]2[C:13]3[CH2:14][CH2:15][NH:6][CH2:7][CH2:8][C:9]=3[S:10][C:11]=2[CH:18]=[CH:17]1)[CH3:20]. The catalyst class is: 88. (4) Reactant: [NH2:1][C:2]1[N:6]([C:7]2[CH:8]=[C:9]([CH:16]=[CH:17][C:18]=2[CH3:19])[C:10]([NH:12][CH:13]2[CH2:15][CH2:14]2)=[O:11])N=CC=1C(=O)C1C=CC(C)=CC=1.[C:29]1([Mg]Br)[CH:34]=[CH:33][CH:32]=[CH:31][CH:30]=1.Cl.[OH-:38].[Na+]. Product: [NH2:6][C:7]1[N:6]([C:7]2[CH:8]=[C:9]([CH:16]=[CH:17][C:18]=2[CH3:19])[C:10]([NH:12][CH:13]2[CH2:14][CH2:15]2)=[O:11])[CH:2]=[N:1][C:18]=1[C:17](=[O:38])[C:29]1[CH:34]=[CH:33][CH:32]=[CH:31][CH:30]=1. The catalyst class is: 1. (5) Reactant: [Cl-].O[NH3+:3].[C:4](=[O:7])([O-])[OH:5].[Na+].CS(C)=O.[CH3:13][O:14][C:15]1[CH:20]=[C:19]([O:21][CH3:22])[CH:18]=[CH:17][C:16]=1[C:23](=[O:53])[CH2:24][N:25]1[C:30](=[O:31])[C:29]2[CH:32]=[C:33]([CH2:35][CH3:36])[S:34][C:28]=2[N:27]([CH2:37][C:38]2[CH:43]=[CH:42][C:41]([C:44]3[C:45]([C:50]#[N:51])=[CH:46][CH:47]=[CH:48][CH:49]=3)=[CH:40][CH:39]=2)[C:26]1=[O:52]. Product: [CH3:13][O:14][C:15]1[CH:20]=[C:19]([O:21][CH3:22])[CH:18]=[CH:17][C:16]=1[C:23](=[O:53])[CH2:24][N:25]1[C:30](=[O:31])[C:29]2[CH:32]=[C:33]([CH2:35][CH3:36])[S:34][C:28]=2[N:27]([CH2:37][C:38]2[CH:43]=[CH:42][C:41]([C:44]3[CH:49]=[CH:48][CH:47]=[CH:46][C:45]=3[C:50]3[NH:3][C:4](=[O:7])[O:5][N:51]=3)=[CH:40][CH:39]=2)[C:26]1=[O:52]. The catalyst class is: 22.